From a dataset of Reaction yield outcomes from USPTO patents with 853,638 reactions. Predict the reaction yield, written as a fraction of the theoretical maximum amount of product (1.0 means a 100% yield; for example, 0.34 means a 34% yield). (1) The reactants are Br[C:2]1[CH:10]=[C:9]2[C:5]([CH2:6][C:7]3([CH2:19][C:18]4[C:13](=[CH:14][CH:15]=[CH:16][CH:17]=4)[CH2:12]3)[C:8]2=[O:11])=[CH:4][CH:3]=1.[C:20]([C:22]1[CH:23]=[C:24](B(O)O)[CH:25]=[CH:26][CH:27]=1)#[N:21]. The catalyst is O1CCOCC1.C([O-])([O-])=O.[Cs+].[Cs+].Cl[Pd](Cl)([P](C1C=CC=CC=1)(C1C=CC=CC=1)C1C=CC=CC=1)[P](C1C=CC=CC=1)(C1C=CC=CC=1)C1C=CC=CC=1. The product is [O:11]=[C:8]1[C:9]2[C:5](=[CH:4][CH:3]=[C:2]([C:26]3[CH:27]=[C:22]([CH:23]=[CH:24][CH:25]=3)[C:20]#[N:21])[CH:10]=2)[CH2:6][C:7]21[CH2:12][C:13]1[C:18](=[CH:17][CH:16]=[CH:15][CH:14]=1)[CH2:19]2. The yield is 0.100. (2) The reactants are [O:1]=[C:2]1[NH:6][C:5](=[O:7])[C:4](=[CH:8][C:9]2[CH:14]=[CH:13][C:12]([C:15]3[CH:20]=[CH:19][CH:18]=[C:17]([CH2:21][N:22]([CH3:37])[C:23](=[O:36])[C:24]4[CH:29]=[CH:28][C:27]([O:30][CH2:31][CH3:32])=[C:26]([O:33][CH2:34][CH3:35])[CH:25]=4)[CH:16]=3)=[CH:11][CH:10]=2)[S:3]1. The catalyst is CO. The product is [O:1]=[C:2]1[NH:6][C:5](=[O:7])[CH:4]([CH2:8][C:9]2[CH:14]=[CH:13][C:12]([C:15]3[CH:20]=[CH:19][CH:18]=[C:17]([CH2:21][N:22]([CH3:37])[C:23](=[O:36])[C:24]4[CH:29]=[CH:28][C:27]([O:30][CH2:31][CH3:32])=[C:26]([O:33][CH2:34][CH3:35])[CH:25]=4)[CH:16]=3)=[CH:11][CH:10]=2)[S:3]1. The yield is 0.400. (3) The reactants are [F:1][C:2]1[CH:7]=[CH:6][C:5]([NH:8][C:9]([C:11]2([C:14]([O:16]C)=[O:15])[CH2:13][CH2:12]2)=[O:10])=[CH:4][CH:3]=1.O.O.[OH-].[Li+]. The catalyst is C1COCC1.C(OCC)(=O)C. The product is [F:1][C:2]1[CH:3]=[CH:4][C:5]([NH:8][C:9]([C:11]2([C:14]([OH:16])=[O:15])[CH2:12][CH2:13]2)=[O:10])=[CH:6][CH:7]=1. The yield is 0.940. (4) The reactants are [F:1][C:2]1[CH:38]=[CH:37][C:5]([CH2:6][N:7]2[C:16](=[O:17])[C:15]([C:18]3[NH:23][C:22]4[CH:24]=[CH:25][C:26]([NH:28][S:29]([CH3:32])(=[O:31])=[O:30])=[CH:27][C:21]=4[S:20](=[O:34])(=[O:33])[N:19]=3)=[C:14]([OH:35])[C@H:13]3[C@@H:8]2[C@H:9]2[CH2:36][C@@H:12]3[CH2:11][CH2:10]2)=[CH:4][CH:3]=1.[O:39]=C[C@@H]([C@H]([C@@H]([C@@H](CO)O)O)O)O.C1C=[N+]([C@@H]2O[C@H](COP(OP(OC[C@H]3O[C@@H](N4C5N=CN=C(N)C=5N=C4)[C@H](OP(O)(O)=O)[C@@H]3O)(O)=O)(O)=O)[C@@H](O)[C@H]2O)C=C(C(N)=O)C=1.CO. The catalyst is CS(C)=O.P([O-])([O-])([O-])=O.[K+].[K+].[K+]. The product is [F:1][C:2]1[CH:38]=[CH:37][C:5]([CH2:6][N:7]2[C:16](=[O:17])[C:15]([C:18]3[NH:23][C:22]4[CH:24]=[CH:25][C:26]([NH:28][S:29]([CH3:32])(=[O:31])=[O:30])=[CH:27][C:21]=4[S:20](=[O:33])(=[O:34])[N:19]=3)=[C:14]([OH:35])[C@H:13]3[C@@H:8]2[C@@H:9]2[CH2:36][C@@H:12]3[CH:11]([OH:39])[CH2:10]2)=[CH:4][CH:3]=1. The yield is 0.290. (5) The reactants are Br[C:2]1[CH:7]=[CH:6][C:5]([N:8]2[C:12]([CH2:13][C@@H:14]3[CH2:18][CH2:17][N:16]([C:19]([CH:21]4[CH2:23][CH2:22]4)=[O:20])[CH2:15]3)=[N:11][NH:10][C:9]2=[O:24])=[C:4]([F:25])[CH:3]=1.CC1(C)C(C)(C)OB([C:34]2[CH:35]=[C:36]3[C:40](=[CH:41][CH:42]=2)[NH:39][N:38]=[CH:37]3)O1.C(=O)([O-])[O-].[K+].[K+]. The catalyst is O1CCOCC1.C1C=CC(P(C2C=CC=CC=2)[C-]2C=CC=C2)=CC=1.C1C=CC(P(C2C=CC=CC=2)[C-]2C=CC=C2)=CC=1.Cl[Pd]Cl.[Fe+2].ClCCl. The product is [CH:21]1([C:19]([N:16]2[CH2:17][CH2:18][C@@H:14]([CH2:13][C:12]3[N:8]([C:5]4[CH:6]=[CH:7][C:2]([C:34]5[CH:35]=[C:36]6[C:40](=[CH:41][CH:42]=5)[NH:39][N:38]=[CH:37]6)=[CH:3][C:4]=4[F:25])[C:9](=[O:24])[NH:10][N:11]=3)[CH2:15]2)=[O:20])[CH2:23][CH2:22]1. The yield is 0.320. (6) The reactants are [F:1][C:2]1[CH:7]=[CH:6][C:5]([CH:8]([C:21]2[CH:26]=[CH:25][C:24]([F:27])=[CH:23][CH:22]=2)[CH2:9][CH2:10][NH:11][C:12](=[O:20])[C:13]2[CH:18]=[CH:17][C:16](F)=[N:15][CH:14]=2)=[CH:4][CH:3]=1.CN(C=O)C.[N:33]1([CH2:38][CH2:39][OH:40])[CH2:37][CH2:36][CH2:35][CH2:34]1.[H-].[Na+]. The catalyst is O.CCOCC. The product is [F:27][C:24]1[CH:23]=[CH:22][C:21]([CH:8]([C:5]2[CH:4]=[CH:3][C:2]([F:1])=[CH:7][CH:6]=2)[CH2:9][CH2:10][NH:11][C:12](=[O:20])[C:13]2[CH:18]=[CH:17][C:16]([O:40][CH2:39][CH2:38][N:33]3[CH2:37][CH2:36][CH2:35][CH2:34]3)=[N:15][CH:14]=2)=[CH:26][CH:25]=1. The yield is 0.891.